This data is from Reaction yield outcomes from USPTO patents with 853,638 reactions. The task is: Predict the reaction yield, written as a fraction of the theoretical maximum amount of product (1.0 means a 100% yield; for example, 0.34 means a 34% yield). (1) The reactants are Br[CH2:2][CH2:3][CH2:4][CH2:5][CH2:6][CH2:7][C:8]([CH3:15])([CH3:14])[C:9]([O:11][CH2:12][CH3:13])=[O:10].[C:16]1([CH3:28])[CH:21]=[CH:20][C:19]([S:22]([CH2:25][N+:26]#[C-:27])(=[O:24])=[O:23])=[CH:18][CH:17]=1.[H-].[Na+]. The catalyst is [I-].C([N+](CCCC)(CCCC)CCCC)CCC.CS(C)=O. The product is [CH2:12]([O:11][C:9](=[O:10])[C:8]([CH3:15])([CH3:14])[CH2:7][CH2:6][CH2:5][CH2:4][CH2:3][CH2:2][C:25]([N+:26]#[C-:27])([S:22]([C:19]1[CH:18]=[CH:17][C:16]([CH3:28])=[CH:21][CH:20]=1)(=[O:23])=[O:24])[CH2:2][CH2:3][CH2:4][CH2:5][CH2:6][CH2:7][C:8]([CH3:14])([CH3:15])[C:9]([O:11][CH2:12][CH3:13])=[O:10])[CH3:13]. The yield is 1.00. (2) The reactants are [NH4+].[Cl-].[CH3:3][C:4]1([CH3:20])[O:8][C@H:7]([CH2:9][O:10][C:11]2[CH:16]=[CH:15][CH:14]=[C:13]([N+:17]([O-])=O)[CH:12]=2)[CH2:6][O:5]1.C(O)(C)C. The catalyst is [Fe].O. The product is [CH3:3][C:4]1([CH3:20])[O:8][C@H:7]([CH2:9][O:10][C:11]2[CH:12]=[C:13]([CH:14]=[CH:15][CH:16]=2)[NH2:17])[CH2:6][O:5]1. The yield is 0.790. (3) The reactants are [CH:1]([C:3]1[CH:11]=[CH:10][C:6]([C:7]([OH:9])=[O:8])=[C:5]([CH3:12])[CH:4]=1)=[O:2].S(=O)(=O)(O)O.[CH2:18](O)[CH3:19]. No catalyst specified. The product is [CH:1]([C:3]1[CH:11]=[CH:10][C:6]([C:7]([O:9][CH2:18][CH3:19])=[O:8])=[C:5]([CH3:12])[CH:4]=1)=[O:2]. The yield is 0.800. (4) The reactants are CO[C:3](=O)[NH:4][C@H:5]1[C@@H:10]([CH3:11])[CH2:9][CH2:8][N:7]([CH2:12][C:13]2[CH:18]=[CH:17][CH:16]=[CH:15][CH:14]=2)[CH2:6]1.[H-].[H-].[H-].[H-].[Li+].[Al+3]. The catalyst is C1COCC1. The product is [CH2:12]([N:7]1[CH2:8][CH2:9][CH:10]([CH3:11])[CH:5]([NH:4][CH3:3])[CH2:6]1)[C:13]1[CH:14]=[CH:15][CH:16]=[CH:17][CH:18]=1. The yield is 0.900. (5) The reactants are [F:1][C:2]1[C:3](OC)=[C:4]([C:7](F)=[CH:8][CH:9]=1)[C:5]#[N:6].[OH2:13].[NH2:14][NH2:15].[CH2:16](O)C. No catalyst specified. The product is [F:1][C:2]1[C:3]([O:13][CH3:16])=[C:4]2[C:7](=[CH:8][CH:9]=1)[NH:15][N:14]=[C:5]2[NH2:6]. The yield is 0.250. (6) The yield is 0.880. The reactants are [CH3:1][N:2]([CH:10]1[CH2:15][CH2:14][N:13]([CH3:16])[CH2:12][CH2:11]1)[C:3]1[CH:8]=[CH:7][CH:6]=[C:5]([NH2:9])[N:4]=1.[F:17][C:18]([F:30])([F:29])[O:19][C:20]1[CH:28]=[CH:27][CH:26]=[CH:25][C:21]=1[C:22]([Cl:24])=[O:23]. The product is [ClH:24].[CH3:1][N:2]([CH:10]1[CH2:15][CH2:14][N:13]([CH3:16])[CH2:12][CH2:11]1)[C:3]1[N:4]=[C:5]([NH:9][C:22](=[O:23])[C:21]2[CH:25]=[CH:26][CH:27]=[CH:28][C:20]=2[O:19][C:18]([F:17])([F:29])[F:30])[CH:6]=[CH:7][CH:8]=1. The catalyst is O1CCOCC1.